From a dataset of Forward reaction prediction with 1.9M reactions from USPTO patents (1976-2016). Predict the product of the given reaction. The product is: [C:39]([N:42]1[CH2:47][CH2:46][N:45]([C:23]([C@H:22]2[N:21]([C:19]([C:13]3[S:12][C:11]4=[N:10][C@:9]([C:32]5[CH:37]=[CH:36][C:35]([Cl:38])=[CH:34][CH:33]=5)([CH3:31])[C@@H:8]([C:5]5[CH:4]=[CH:3][C:2]([Cl:1])=[CH:7][CH:6]=5)[N:15]4[C:14]=3[CH:16]([CH3:18])[CH3:17])=[O:20])[C@@H:28]([C:29]#[N:30])[CH2:27][CH2:26]2)=[O:24])[CH2:44][C@H:43]1[CH3:48])(=[O:41])[CH3:40]. Given the reactants [Cl:1][C:2]1[CH:7]=[CH:6][C:5]([C@H:8]2[N:15]3[C:11]([S:12][C:13]([C:19]([N:21]4[C@@H:28]([C:29]#[N:30])[CH2:27][CH2:26][C@H:22]4[C:23](O)=[O:24])=[O:20])=[C:14]3[CH:16]([CH3:18])[CH3:17])=[N:10][C@:9]2([C:32]2[CH:37]=[CH:36][C:35]([Cl:38])=[CH:34][CH:33]=2)[CH3:31])=[CH:4][CH:3]=1.[C:39]([N:42]1[CH2:47][CH2:46][NH:45][CH2:44][C@H:43]1[CH3:48])(=[O:41])[CH3:40], predict the reaction product.